Dataset: Forward reaction prediction with 1.9M reactions from USPTO patents (1976-2016). Task: Predict the product of the given reaction. (1) Given the reactants C[O:2][C:3](=[O:32])[CH2:4][CH2:5][CH2:6][CH2:7][CH2:8][CH2:9][CH2:10][NH:11][C:12](=[O:31])[C:13]1[CH:18]=[CH:17][CH:16]=[C:15]([CH:19]=[C:20]2[C:28]3[C:23](=[CH:24][CH:25]=[C:26]([F:29])[CH:27]=3)[NH:22][C:21]2=[O:30])[CH:14]=1.CO.[Li+].[OH-].Cl, predict the reaction product. The product is: [F:29][C:26]1[CH:27]=[C:28]2[C:23](=[CH:24][CH:25]=1)[NH:22][C:21](=[O:30])[C:20]2=[CH:19][C:15]1[CH:14]=[C:13]([CH:18]=[CH:17][CH:16]=1)[C:12]([NH:11][CH2:10][CH2:9][CH2:8][CH2:7][CH2:6][CH2:5][CH2:4][C:3]([OH:32])=[O:2])=[O:31]. (2) Given the reactants [Br:1][C:2]1[C:3]([Cl:13])=[C:4]2[C:9](=[CH:10][CH:11]=1)[NH:8][C:7](=O)[CH2:6][CH2:5]2.COC1C=CC(P2(SP(C3C=CC(OC)=CC=3)(=S)S2)=[S:23])=CC=1, predict the reaction product. The product is: [Br:1][C:2]1[C:3]([Cl:13])=[C:4]2[C:9](=[CH:10][CH:11]=1)[NH:8][C:7](=[S:23])[CH2:6][CH2:5]2. (3) Given the reactants [F:1][C:2]1([F:14])[CH2:13][C:5]2[NH:6][C:7]([C:9]([O:11]C)=[O:10])=[CH:8][C:4]=2[CH2:3]1.O.[OH-].[Li+], predict the reaction product. The product is: [F:14][C:2]1([F:1])[CH2:13][C:5]2[NH:6][C:7]([C:9]([OH:11])=[O:10])=[CH:8][C:4]=2[CH2:3]1. (4) Given the reactants C[Al](C)C.[F:5][C:6]1[CH:13]=[CH:12][C:9]([CH2:10][NH2:11])=[CH:8][CH:7]=1.C([O:16][C:17]([C:19]1[C:20]([S:35][CH2:36][CH3:37])=[N:21][C:22]2[C:27]([C:28]=1[CH3:29])=[CH:26][CH:25]=[C:24]([O:30][C:31]([F:34])([F:33])[F:32])[CH:23]=2)=O)C.CCCCCC.C(Cl)Cl, predict the reaction product. The product is: [CH2:36]([S:35][C:20]1[C:19]([C:17]([NH:11][CH2:10][C:9]2[CH:12]=[CH:13][C:6]([F:5])=[CH:7][CH:8]=2)=[O:16])=[C:28]([CH3:29])[C:27]2[C:22](=[CH:23][C:24]([O:30][C:31]([F:34])([F:32])[F:33])=[CH:25][CH:26]=2)[N:21]=1)[CH3:37]. (5) Given the reactants F[C:2]1[CH:9]=[C:8]([N:10]2[C:22]3[CH:21]=[CH:20][CH:19]=[C:18]([C:23]4[CH:24]=[N:25][C:26]5[C:31]([CH:32]=4)=[CH:30][CH:29]=[CH:28][CH:27]=5)[C:17]=3[C:16]3[C:11]2=[CH:12][CH:13]=[CH:14][CH:15]=3)[CH:7]=[CH:6][C:3]=1[C:4]#[N:5].C(=O)([O-])[O-].[K+].[K+].[NH2:39][CH2:40][C:41]1[CH:42]=[N:43][N:44]([CH3:46])[CH:45]=1.[OH-:47].[Na+].OO, predict the reaction product. The product is: [CH3:46][N:44]1[CH:45]=[C:41]([CH2:40][NH:39][C:2]2[CH:9]=[C:8]([N:10]3[C:22]4[CH:21]=[CH:20][CH:19]=[C:18]([C:23]5[CH:24]=[N:25][C:26]6[C:31]([CH:32]=5)=[CH:30][CH:29]=[CH:28][CH:27]=6)[C:17]=4[C:16]4[C:11]3=[CH:12][CH:13]=[CH:14][CH:15]=4)[CH:7]=[CH:6][C:3]=2[C:4]([NH2:5])=[O:47])[CH:42]=[N:43]1.